The task is: Predict the product of the given reaction.. This data is from Forward reaction prediction with 1.9M reactions from USPTO patents (1976-2016). Given the reactants Cl[C:2]1[C:7]([O:8][CH3:9])=[CH:6][CH:5]=[CH:4][N:3]=1.O.[NH2:11][NH2:12], predict the reaction product. The product is: [CH3:9][O:8][C:7]1[C:2]([NH:11][NH2:12])=[N:3][CH:4]=[CH:5][CH:6]=1.